This data is from Reaction yield outcomes from USPTO patents with 853,638 reactions. The task is: Predict the reaction yield, written as a fraction of the theoretical maximum amount of product (1.0 means a 100% yield; for example, 0.34 means a 34% yield). (1) The reactants are [CH3:1][O:2][C:3](=[O:14])[C:4]1[C:5](=[CH:7][CH:8]=[C:9]([C:11](=[O:13])[CH3:12])[CH:10]=1)[OH:6].[CH2:15](Br)[C:16]1[CH:21]=[CH:20][CH:19]=[CH:18][CH:17]=1.C(=O)([O-])[O-].[K+].[K+]. The catalyst is C(C(C)=O)C. The product is [CH3:1][O:2][C:3](=[O:14])[C:4]1[CH:10]=[C:9]([C:11](=[O:13])[CH3:12])[CH:8]=[CH:7][C:5]=1[O:6][CH2:15][C:16]1[CH:21]=[CH:20][CH:19]=[CH:18][CH:17]=1. The yield is 0.714. (2) The reactants are CCN=C=NCCCN(C)C.[CH3:12][C:13]1[CH:18]=[CH:17][C:16]([C:19]2[CH:24]=[C:23]([N+:25]([O-:27])=[O:26])[CH:22]=[C:21]([C:28]([OH:30])=O)[CH:20]=2)=[CH:15][CH:14]=1.C1C=[CH:33][C:34]2[N:39](O)N=N[C:35]=2C=1.CN1[C:46](=[O:47])CCC1. The catalyst is C(Cl)Cl.CN(C=O)C. The product is [CH3:46][O:47][CH2:33][CH:34]([NH:39][C:28]([C:21]1[CH:20]=[C:19]([C:16]2[CH:15]=[CH:14][C:13]([CH3:12])=[CH:18][CH:17]=2)[CH:24]=[C:23]([N+:25]([O-:27])=[O:26])[CH:22]=1)=[O:30])[CH3:35]. The yield is 0.835. (3) The reactants are [CH3:1][C:2](C)([O-:4])C.[K+].[C:7]([Si:11]([CH3:39])([CH3:38])[O:12][CH2:13][CH2:14][C:15]1([C@@H:20]2[C@:28]3([CH3:29])[C@H:23]([C@@H:24]([O:30][Si:31]([C:34]([CH3:37])([CH3:36])[CH3:35])([CH3:33])[CH3:32])[CH2:25][CH2:26][CH2:27]3)[CH2:22][CH2:21]2)[CH2:17]C1C=O)([CH3:10])([CH3:9])[CH3:8].[O:40]1[CH2:44][CH2:43][CH2:42][CH2:41]1. The catalyst is C1(C)C=CC=CC=1. The product is [CH2:2]([O:4][C:44](=[O:40])[CH:43]=[CH:42][CH:41]1[CH2:17][C:15]1([CH2:14][CH2:13][O:12][Si:11]([C:7]([CH3:8])([CH3:9])[CH3:10])([CH3:38])[CH3:39])[C@@H:20]1[C@:28]2([CH3:29])[C@H:23]([C@@H:24]([O:30][Si:31]([C:34]([CH3:36])([CH3:37])[CH3:35])([CH3:33])[CH3:32])[CH2:25][CH2:26][CH2:27]2)[CH2:22][CH2:21]1)[CH3:1]. The yield is 0.880. (4) The reactants are [CH2:1]([S:8][C:9]1[C:10]([F:33])=[CH:11][C:12]([NH:22][C:23]2[CH:28]=[C:27]([Cl:29])[C:26]([Br:30])=[CH:25][C:24]=2[O:31][CH3:32])=[C:13](/[CH:15]=[CH:16]/[C:17]([O:19]CC)=O)[CH:14]=1)[C:2]1[CH:7]=[CH:6][CH:5]=[CH:4][CH:3]=1.C[O-].[Na+]. The product is [CH2:1]([S:8][C:9]1[CH:14]=[C:13]2[C:12](=[CH:11][C:10]=1[F:33])[N:22]([C:23]1[CH:28]=[C:27]([Cl:29])[C:26]([Br:30])=[CH:25][C:24]=1[O:31][CH3:32])[C:17](=[O:19])[CH:16]=[CH:15]2)[C:2]1[CH:7]=[CH:6][CH:5]=[CH:4][CH:3]=1. The catalyst is CO. The yield is 0.746.